Dataset: Forward reaction prediction with 1.9M reactions from USPTO patents (1976-2016). Task: Predict the product of the given reaction. (1) Given the reactants Br[C:2]1[CH:20]=[CH:19][C:5]2[N:6]=[C:7]([C@H:9]3[CH2:12][C@H:11]([N:13]4[CH2:17][CH2:16][CH2:15][C@H:14]4[CH3:18])[CH2:10]3)[S:8][C:4]=2[CH:3]=1.[CH3:21][O:22][C:23]1[N:28]=[CH:27][C:26](B(O)O)=[C:25]([O:32][CH3:33])[N:24]=1.N1C=C(B(O)O)C=NC=1, predict the reaction product. The product is: [CH3:21][O:22][C:23]1[N:24]=[C:25]([O:32][CH3:33])[C:26]([C:2]2[CH:20]=[CH:19][C:5]3[N:6]=[C:7]([C@H:9]4[CH2:12][C@@H:11]([N:13]5[CH2:17][CH2:16][CH2:15][C@@H:14]5[CH3:18])[CH2:10]4)[S:8][C:4]=3[CH:3]=2)=[CH:27][N:28]=1. (2) Given the reactants [OH:1][C:2]1[CH:3]=[CH:4][C:5]2[C:17](=[O:18])[C:16]3[C:15]4[C:10](=[CH:11][C:12]([C:19]#[N:20])=[CH:13][CH:14]=4)[NH:9][C:8]=3[C:7]([CH3:22])([CH3:21])[C:6]=2[CH:23]=1.Cl[CH2:25][CH2:26][N:27]([CH2:30][CH3:31])[CH2:28][CH3:29].C(=O)([O-])[O-].[Cs+].[Cs+].O, predict the reaction product. The product is: [CH2:26]([N:27]([CH2:30][CH3:31])[CH2:28][CH2:29][O:1][C:2]1[CH:3]=[CH:4][C:5]2[C:17](=[O:18])[C:16]3[C:15]4[C:10](=[CH:11][C:12]([C:19]#[N:20])=[CH:13][CH:14]=4)[NH:9][C:8]=3[C:7]([CH3:21])([CH3:22])[C:6]=2[CH:23]=1)[CH3:25].